The task is: Predict the product of the given reaction.. This data is from Forward reaction prediction with 1.9M reactions from USPTO patents (1976-2016). (1) Given the reactants [CH3:1][NH:2][CH2:3][C:4]([O:6][C@H:7]([CH3:45])[CH2:8][N:9]1[C:13]([CH3:14])=[C:12]([C:15](=[O:37])[NH:16][C:17]2[CH:22]=[CH:21][C:20]([O:23][C:24]3[C:33]4[C:28](=[CH:29][C:30]([O:34][CH3:35])=[CH:31][CH:32]=4)[N:27]=[CH:26][CH:25]=3)=[C:19]([F:36])[CH:18]=2)[C:11](=[O:38])[N:10]1[C:39]1[CH:44]=[CH:43][CH:42]=[CH:41][CH:40]=1)=[O:5].[C:46]([OH:58])(=[O:57])[CH2:47][C:48]([CH2:53][C:54]([OH:56])=[O:55])([C:50]([OH:52])=[O:51])[OH:49], predict the reaction product. The product is: [OH:49][C:48]([C:50]([OH:52])=[O:51])([CH2:53][C:54]([OH:56])=[O:55])[CH2:47][C:46]([OH:58])=[O:57].[CH3:1][NH:2][CH2:3][C:4]([O:6][C@H:7]([CH3:45])[CH2:8][N:9]1[C:13]([CH3:14])=[C:12]([C:15](=[O:37])[NH:16][C:17]2[CH:22]=[CH:21][C:20]([O:23][C:24]3[C:33]4[C:28](=[CH:29][C:30]([O:34][CH3:35])=[CH:31][CH:32]=4)[N:27]=[CH:26][CH:25]=3)=[C:19]([F:36])[CH:18]=2)[C:11](=[O:38])[N:10]1[C:39]1[CH:40]=[CH:41][CH:42]=[CH:43][CH:44]=1)=[O:5]. (2) Given the reactants [F:1][C:2]([F:41])([F:40])[C:3]([C:29]1[NH:33][C:32]2[CH:34]=[CH:35][C:36]([C:38]#[N:39])=[CH:37][C:31]=2[N:30]=1)([OH:28])[C:4]1[C:12]([S:13]([CH3:16])(=[O:15])=[O:14])=[CH:11][C:10]([CH3:17])=[C:9]2[C:5]=1[CH:6]=[CH:7][N:8]2S(C1C=CC(C)=CC=1)(=O)=O.[O-]CC.[Na+], predict the reaction product. The product is: [F:41][C:2]([F:1])([F:40])[C:3]([C:29]1[NH:33][C:32]2[CH:34]=[CH:35][C:36]([C:38]#[N:39])=[CH:37][C:31]=2[N:30]=1)([OH:28])[C:4]1[C:12]([S:13]([CH3:16])(=[O:15])=[O:14])=[CH:11][C:10]([CH3:17])=[C:9]2[C:5]=1[CH:6]=[CH:7][NH:8]2. (3) Given the reactants [Si]([O:8][CH2:9][C@@H:10]1[C@@H:14]([O:15][Si:16]([CH:23]([CH3:25])[CH3:24])([CH:20]([CH3:22])[CH3:21])[CH:17]([CH3:19])[CH3:18])[CH2:13][C@H:12]([NH:26][C:27]2[C:32]([C:33]([C:35]3[O:36][CH:37]=[C:38]([CH2:40][O:41][Si:42]([CH:49]([CH3:51])[CH3:50])([CH:46]([CH3:48])[CH3:47])[CH:43]([CH3:45])[CH3:44])[CH:39]=3)=[O:34])=[CH:31][N:30]=[CH:29][N:28]=2)[CH2:11]1)(C(C)(C)C)(C)C.Cl.C([O-])(O)=O.[Na+], predict the reaction product. The product is: [OH:8][CH2:9][C@@H:10]1[C@@H:14]([O:15][Si:16]([CH:17]([CH3:19])[CH3:18])([CH:23]([CH3:25])[CH3:24])[CH:20]([CH3:22])[CH3:21])[CH2:13][C@H:12]([NH:26][C:27]2[C:32]([C:33]([C:35]3[O:36][CH:37]=[C:38]([CH2:40][O:41][Si:42]([CH:43]([CH3:45])[CH3:44])([CH:46]([CH3:48])[CH3:47])[CH:49]([CH3:51])[CH3:50])[CH:39]=3)=[O:34])=[CH:31][N:30]=[CH:29][N:28]=2)[CH2:11]1. (4) Given the reactants [C:1](=O)([O-])[O-].[K+].[K+].CB1OB(C)OB(C)O1.Br[C:17]1[CH:25]=[CH:24][CH:23]=[C:22]2[C:18]=1[C:19]([CH2:31][N:32]([CH:40]1[CH2:42][CH2:41]1)[C:33](=[O:39])[O:34][C:35]([CH3:38])([CH3:37])[CH3:36])=[CH:20][N:21]2[CH2:26][CH2:27][CH2:28][O:29][CH3:30], predict the reaction product. The product is: [CH:40]1([N:32]([CH2:31][C:19]2[C:18]3[C:22](=[CH:23][CH:24]=[CH:25][C:17]=3[CH3:1])[N:21]([CH2:26][CH2:27][CH2:28][O:29][CH3:30])[CH:20]=2)[C:33](=[O:39])[O:34][C:35]([CH3:36])([CH3:37])[CH3:38])[CH2:42][CH2:41]1. (5) Given the reactants C(N(CC)CC)C.[NH:8]1[C:16]2[C:11](=[CH:12][CH:13]=[CH:14][C:15]=2[CH2:17][NH:18][CH2:19][CH2:20]O)[CH:10]=[CH:9]1.[CH3:22][S:23](Cl)(=[O:25])=[O:24].[H-].[Na+], predict the reaction product. The product is: [CH3:22][S:23]([CH:13]1[CH2:14][C:15]2[CH:17]=[N:18][CH:19]=[CH:20][N:8]3[C:16]=2[C:11]([CH:10]=[CH:9]3)=[CH:12]1)(=[O:25])=[O:24]. (6) The product is: [C:9]1([CH3:8])[CH:16]=[CH:15][C:12]([CH:13]2[CH2:2][O:14]2)=[CH:11][CH:10]=1. Given the reactants [I-].[CH3:2][S+](C)C.[H-].[Na+].[CH3:8][C:9]1[CH:16]=[CH:15][C:12]([CH:13]=[O:14])=[CH:11][CH:10]=1, predict the reaction product.